This data is from NCI-60 drug combinations with 297,098 pairs across 59 cell lines. The task is: Regression. Given two drug SMILES strings and cell line genomic features, predict the synergy score measuring deviation from expected non-interaction effect. (1) Drug 1: C(CCl)NC(=O)N(CCCl)N=O. Drug 2: CC1CCCC2(C(O2)CC(NC(=O)CC(C(C(=O)C(C1O)C)(C)C)O)C(=CC3=CSC(=N3)C)C)C. Cell line: A549. Synergy scores: CSS=54.6, Synergy_ZIP=4.14, Synergy_Bliss=3.29, Synergy_Loewe=-18.1, Synergy_HSA=3.61. (2) Drug 1: CC12CCC3C(C1CCC2O)C(CC4=C3C=CC(=C4)O)CCCCCCCCCS(=O)CCCC(C(F)(F)F)(F)F. Drug 2: CNC(=O)C1=NC=CC(=C1)OC2=CC=C(C=C2)NC(=O)NC3=CC(=C(C=C3)Cl)C(F)(F)F. Cell line: IGROV1. Synergy scores: CSS=-0.0350, Synergy_ZIP=-0.761, Synergy_Bliss=-1.92, Synergy_Loewe=-2.23, Synergy_HSA=-1.69. (3) Drug 1: C1=C(C(=O)NC(=O)N1)F. Drug 2: COCCOC1=C(C=C2C(=C1)C(=NC=N2)NC3=CC=CC(=C3)C#C)OCCOC.Cl. Cell line: PC-3. Synergy scores: CSS=41.4, Synergy_ZIP=5.47, Synergy_Bliss=3.45, Synergy_Loewe=3.97, Synergy_HSA=4.96.